From a dataset of Forward reaction prediction with 1.9M reactions from USPTO patents (1976-2016). Predict the product of the given reaction. Given the reactants [Br:1][C:2]1[CH:7]=[CH:6][C:5]([NH:8]/[C:9](/[CH3:16])=[CH:10]\[C:11]([O:13]CC)=O)=[CH:4][C:3]=1[O:17][CH3:18], predict the reaction product. The product is: [Br:1][C:2]1[CH:7]=[C:6]2[C:5](=[CH:4][C:3]=1[O:17][CH3:18])[NH:8][C:9]([CH3:16])=[CH:10][C:11]2=[O:13].